This data is from Catalyst prediction with 721,799 reactions and 888 catalyst types from USPTO. The task is: Predict which catalyst facilitates the given reaction. (1) The catalyst class is: 12. Reactant: [CH3:1][O:2][C:3]1[CH:4]=[CH:5][C:6]([NH2:9])=[N:7][CH:8]=1.[CH2:10]([O:12][C:13]([N:15]=[C:16]=[S:17])=[O:14])[CH3:11]. Product: [CH2:10]([O:12][C:13]([NH:15][C:16]([NH2:7])=[S:17])=[O:14])[CH3:11].[CH3:1][O:2][C:3]1[CH:4]=[CH:5][C:6]([NH2:9])=[N:7][CH:8]=1. (2) Reactant: [CH3:1][N:2]1[C:6]([C:7]([NH:9][C:10]2[CH:11]=[C:12]([CH:29]=[CH:30][C:31]=2[CH3:32])[O:13][C:14]2[CH:15]=[CH:16][C:17]([NH:20][C:21]([NH:23]C(=O)OCC)=S)=[N:18][CH:19]=2)=[O:8])=[CH:5][C:4]([CH3:33])=[N:3]1.[Cl-].O[NH3+].C([N:40](CC)C(C)C)(C)C.C(O)C. Product: [NH2:23][C:21]1[N:20]=[C:17]2[CH:16]=[CH:15][C:14]([O:13][C:12]3[CH:29]=[CH:30][C:31]([CH3:32])=[C:10]([NH:9][C:7]([C:6]4[N:2]([CH3:1])[N:3]=[C:4]([CH3:33])[CH:5]=4)=[O:8])[CH:11]=3)=[CH:19][N:18]2[N:40]=1. The catalyst class is: 72. (3) The catalyst class is: 17. Product: [F:27][C:2]([F:1])([F:26])[C:3]1[CH:8]=[CH:7][C:6]([C:9]2[CH:10]=[C:11]([O:15][C:16]3[C:21]4[N:22]=[C:23]([NH:25][C:28](=[O:30])[CH3:29])[S:24][C:20]=4[CH:19]=[CH:18][CH:17]=3)[CH:12]=[N:13][CH:14]=2)=[CH:5][CH:4]=1. Reactant: [F:1][C:2]([F:27])([F:26])[C:3]1[CH:8]=[CH:7][C:6]([C:9]2[CH:10]=[C:11]([O:15][C:16]3[C:21]4[N:22]=[C:23]([NH2:25])[S:24][C:20]=4[CH:19]=[CH:18][CH:17]=3)[CH:12]=[N:13][CH:14]=2)=[CH:5][CH:4]=1.[C:28](OC(=O)C)(=[O:30])[CH3:29]. (4) Reactant: [NH2:1][C:2]1[CH:7]=[N:6][CH:5]=[CH:4][N:3]=1.[C:8]([N+:12]#[C-:13])([CH3:11])([CH3:10])[CH3:9].[CH:14](=O)[C:15]1[CH:20]=[CH:19][CH:18]=[CH:17][CH:16]=1.[C:22]([Cl:25])(=[O:24])[CH3:23]. Product: [Cl-:25].[C:22]([N+:1]1[C:14]([C:15]2[CH:20]=[CH:19][CH:18]=[CH:17][CH:16]=2)=[C:13]([NH:12][C:8]([CH3:11])([CH3:10])[CH3:9])[N:3]2[CH:4]=[CH:5][N:6]=[CH:7][C:2]=12)(=[O:24])[CH3:23]. The catalyst class is: 519. (5) Reactant: [NH2:1][CH2:2][C:3]1[CH:14]=[CH:13][C:6]([CH2:7][NH:8][S:9]([CH3:12])(=[O:11])=[O:10])=[C:5]([F:15])[CH:4]=1.N1C=C[CH:19]=[CH:18][CH:17]=1.[CH3:22][C:23]([CH3:25])=[O:24].[O:26]1CCC[CH2:27]1. Product: [F:15][C:5]1[CH:4]=[C:3]([CH:14]=[CH:13][C:6]=1[CH2:7][NH:8][S:9]([CH3:12])(=[O:11])=[O:10])[CH2:2][NH:1][C:27](=[O:26])[O:24][C:23]1[CH:25]=[CH:19][CH:18]=[CH:17][CH:22]=1. The catalyst class is: 13. (6) Reactant: [NH2:1][C:2]1[CH:3]=[C:4]([C@H:16]([OH:19])[CH2:17][Br:18])[CH:5]=[CH:6][C:7]=1[O:8][CH2:9][C:10]1[CH:15]=[CH:14][CH:13]=[CH:12][CH:11]=1.[C:20](O[C:20]([O:22][CH3:23])=[O:21])([O:22][CH3:23])=[O:21]. Product: [CH3:23][O:22][C:20]([NH:1][C:2]1[CH:3]=[C:4]([C@H:16]([OH:19])[CH2:17][Br:18])[CH:5]=[CH:6][C:7]=1[O:8][CH2:9][C:10]1[CH:15]=[CH:14][CH:13]=[CH:12][CH:11]=1)=[O:21]. The catalyst class is: 17.